This data is from Peptide-MHC class I binding affinity with 185,985 pairs from IEDB/IMGT. The task is: Regression. Given a peptide amino acid sequence and an MHC pseudo amino acid sequence, predict their binding affinity value. This is MHC class I binding data. (1) The peptide sequence is SANEAAITDA. The MHC is HLA-A02:01 with pseudo-sequence HLA-A02:01. The binding affinity (normalized) is 0.147. (2) The peptide sequence is LLIWAYLSKK. The MHC is HLA-A03:01 with pseudo-sequence HLA-A03:01. The binding affinity (normalized) is 0.654. (3) The peptide sequence is TVDFTDCRTI. The MHC is HLA-A02:01 with pseudo-sequence HLA-A02:01. The binding affinity (normalized) is 0.0487. (4) The peptide sequence is GQQRSTLERTSKASL. The MHC is HLA-B58:01 with pseudo-sequence HLA-B58:01. The binding affinity (normalized) is 0.00625. (5) The peptide sequence is YPASLHKFF. The MHC is HLA-A11:01 with pseudo-sequence HLA-A11:01. The binding affinity (normalized) is 0.0847. (6) The binding affinity (normalized) is 0. The peptide sequence is RRQDILDLWIY. The MHC is HLA-A02:03 with pseudo-sequence HLA-A02:03. (7) The peptide sequence is PIQKETWETW. The MHC is HLA-B51:01 with pseudo-sequence HLA-B51:01. The binding affinity (normalized) is 0.00773. (8) The peptide sequence is VSHCRATEY. The MHC is HLA-B08:02 with pseudo-sequence HLA-B08:02. The binding affinity (normalized) is 0.0847. (9) The peptide sequence is KEHVIQNAF. The MHC is HLA-A68:02 with pseudo-sequence HLA-A68:02. The binding affinity (normalized) is 0.0658.